From a dataset of Forward reaction prediction with 1.9M reactions from USPTO patents (1976-2016). Predict the product of the given reaction. (1) Given the reactants [NH2:1][C:2]1[CH:3]=[CH:4][C:5]([Cl:18])=[C:6]([NH:8][C:9](=[O:17])[CH2:10][N:11]2[CH2:16][CH2:15][O:14][CH2:13][CH2:12]2)[CH:7]=1.[C:19]1([C:25]2[S:29][C:28]([C:30](O)=[O:31])=[CH:27][CH:26]=2)[CH:24]=[CH:23][CH:22]=[CH:21][CH:20]=1.F[P-](F)(F)(F)(F)F.N1(O[P+](N2CCCC2)(N2CCCC2)N2CCCC2)C2C=CC=CC=2N=N1.C(N(C(C)C)CC)(C)C, predict the reaction product. The product is: [Cl:18][C:5]1[CH:4]=[CH:3][C:2]([NH:1][C:30]([C:28]2[S:29][C:25]([C:19]3[CH:20]=[CH:21][CH:22]=[CH:23][CH:24]=3)=[CH:26][CH:27]=2)=[O:31])=[CH:7][C:6]=1[NH:8][C:9](=[O:17])[CH2:10][N:11]1[CH2:12][CH2:13][O:14][CH2:15][CH2:16]1. (2) Given the reactants C(O)(=O)C.[Cl:5][C:6]1[CH:21]=[CH:20][C:9]([C:10]([NH:12][CH2:13][C:14]2[CH:15]=[N:16][CH:17]=[CH:18][CH:19]=2)=[O:11])=[CH:8][C:7]=1[C:22]1([CH3:47])[C:30]2[C:25](=[CH:26][CH:27]=[C:28]([Cl:31])[CH:29]=2)[N:24]([S:32]([C:35]2[CH:40]=[CH:39][C:38]([N+:41]([O-])=O)=[CH:37][C:36]=2[O:44][CH3:45])(=[O:34])=[O:33])[C:23]1=[O:46], predict the reaction product. The product is: [NH2:41][C:38]1[CH:39]=[CH:40][C:35]([S:32]([N:24]2[C:25]3[C:30](=[CH:29][C:28]([Cl:31])=[CH:27][CH:26]=3)[C:22]([C:7]3[CH:8]=[C:9]([CH:20]=[CH:21][C:6]=3[Cl:5])[C:10]([NH:12][CH2:13][C:14]3[CH:15]=[N:16][CH:17]=[CH:18][CH:19]=3)=[O:11])([CH3:47])[C:23]2=[O:46])(=[O:33])=[O:34])=[C:36]([O:44][CH3:45])[CH:37]=1. (3) Given the reactants [OH:1][CH:2]1[CH2:7][CH2:6][N:5]([C:8]2[N:13]=[CH:12][C:11]([C:14]3[N:15]=[N:16][N:17]([CH2:19][C:20]([O:22]CC)=[O:21])[N:18]=3)=[CH:10][N:9]=2)[CH2:4][CH2:3]1.[Br:25][C:26]1[CH:31]=[CH:30][C:29]([F:32])=[CH:28][C:27]=1O.C1(P(C2C=CC=CC=2)C2C=CC=CC=2)C=CC=CC=1.N(C(OC(C)(C)C)=O)=NC(OC(C)(C)C)=O, predict the reaction product. The product is: [Br:25][C:26]1[CH:31]=[CH:30][C:29]([F:32])=[CH:28][C:27]=1[O:1][CH:2]1[CH2:3][CH2:4][N:5]([C:8]2[N:13]=[CH:12][C:11]([C:14]3[N:15]=[N:16][N:17]([CH2:19][C:20]([OH:22])=[O:21])[N:18]=3)=[CH:10][N:9]=2)[CH2:6][CH2:7]1. (4) Given the reactants ClC1C=CC(C2CCCN(C(C3C(C)=NN(C)C=3)=O)C2)=C(C)C=1.[Cl:24][C:25]1[CH:30]=[CH:29][C:28]([CH:31]2[CH2:36][CH2:35][CH2:34][NH:33][CH2:32]2)=[CH:27][CH:26]=1.[CH:37]([N:40]1[CH:44]=[C:43]([C:45](O)=[O:46])[CH:42]=[N:41]1)([CH3:39])[CH3:38], predict the reaction product. The product is: [Cl:24][C:25]1[CH:26]=[CH:27][C:28]([CH:31]2[CH2:36][CH2:35][CH2:34][N:33]([C:45]([C:43]3[CH:42]=[N:41][N:40]([CH:37]([CH3:39])[CH3:38])[CH:44]=3)=[O:46])[CH2:32]2)=[CH:29][CH:30]=1. (5) Given the reactants C([O:5][C:6]([C:8]1[CH:9]=[CH:10][C:11]([C:14]2[N:18]=[C:17]([C:19]3[CH:24]=[CH:23][CH:22]=[C:21]([Br:25])[CH:20]=3)[O:16][N:15]=2)=[N:12][CH:13]=1)=[O:7])(C)(C)C, predict the reaction product. The product is: [OH:7][C:6]([C:8]1[CH:9]=[CH:10][C:11]([C:14]2[N:18]=[C:17]([C:19]3[CH:24]=[CH:23][CH:22]=[C:21]([Br:25])[CH:20]=3)[O:16][N:15]=2)=[N:12][CH:13]=1)=[O:5]. (6) Given the reactants Cl[C:2]1[C:11]2[C:6](=[CH:7][C:8]([C:12]3[C:13]([CH3:18])=[N:14][O:15][C:16]=3[CH3:17])=[CH:9][CH:10]=2)[N:5]=[CH:4][C:3]=1[C:19]([NH2:21])=[O:20].[NH2:22][C:23]1[CH:24]=[C:25]([CH:29]=[C:30]([B:32]([OH:34])[OH:33])[CH:31]=1)[C:26]([OH:28])=[O:27], predict the reaction product. The product is: [NH2:21][C:19]([C:3]1[CH:4]=[N:5][C:6]2[C:11]([C:2]=1[NH:22][C:23]1[CH:24]=[C:25]([CH:29]=[C:30]([B:32]([OH:34])[OH:33])[CH:31]=1)[C:26]([OH:28])=[O:27])=[CH:10][CH:9]=[C:8]([C:12]1[C:13]([CH3:18])=[N:14][O:15][C:16]=1[CH3:17])[CH:7]=2)=[O:20]. (7) Given the reactants [CH3:1][S:2][C:3]1[CH:11]=[CH:10][C:6]([C:7]([OH:9])=O)=[CH:5][CH:4]=1.[NH:12]1[CH2:17][CH2:16][O:15][CH2:14][CH2:13]1, predict the reaction product. The product is: [CH3:1][S:2][C:3]1[CH:4]=[CH:5][C:6]([C:7]([N:12]2[CH2:17][CH2:16][O:15][CH2:14][CH2:13]2)=[O:9])=[CH:10][CH:11]=1. (8) Given the reactants [C:1]([O:5][C:6](=[O:21])[NH:7][CH:8]([CH2:19][CH3:20])[CH:9]([O:14][Si:15]([CH3:18])([CH3:17])[CH3:16])[CH2:10][N+:11]([O-:13])=O)([CH3:4])([CH3:3])[CH3:2].C1(N=C=O)C=CC(N=C=O)=CC=1.[CH3:34][CH:35]([CH3:38])[C:36]#[CH:37].O, predict the reaction product. The product is: [C:1]([O:5][C:6](=[O:21])[NH:7][CH:8]([CH:9]([C:10]1[CH:37]=[C:36]([CH:35]([CH3:38])[CH3:34])[O:13][N:11]=1)[O:14][Si:15]([CH3:18])([CH3:17])[CH3:16])[CH2:19][CH3:20])([CH3:2])([CH3:3])[CH3:4]. (9) Given the reactants C([O:3][C:4](=[O:33])[C:5]1[CH:10]=[CH:9][CH:8]=[C:7]([N:11]2[C:15]([CH3:16])=[CH:14][CH:13]=[C:12]2[C:17]2[CH:22]=[C:21]([Cl:23])[CH:20]=[CH:19][C:18]=2[O:24][CH2:25][C:26]2[CH:31]=[CH:30][C:29]([F:32])=[CH:28][CH:27]=2)[CH:6]=1)C.[OH-].[Na+].CCO, predict the reaction product. The product is: [Cl:23][C:21]1[CH:20]=[CH:19][C:18]([O:24][CH2:25][C:26]2[CH:27]=[CH:28][C:29]([F:32])=[CH:30][CH:31]=2)=[C:17]([C:12]2[N:11]([C:7]3[CH:6]=[C:5]([CH:10]=[CH:9][CH:8]=3)[C:4]([OH:33])=[O:3])[C:15]([CH3:16])=[CH:14][CH:13]=2)[CH:22]=1. (10) Given the reactants [F:1][C:2]([CH3:19])([CH2:5][NH:6][C@H:7]([CH3:18])[CH2:8][C:9]1[C:17]2[C:12](=[CH:13][CH:14]=[CH:15][CH:16]=2)[NH:11][CH:10]=1)[CH2:3][OH:4].[F:20][C:21]1[CH:28]=[C:27]([I:29])[CH:26]=[C:25]([F:30])[C:22]=1[CH:23]=O.C1(C)C=CC=CC=1, predict the reaction product. The product is: [F:20][C:21]1[CH:28]=[C:27]([I:29])[CH:26]=[C:25]([F:30])[C:22]=1[C@@H:23]1[C:10]2[NH:11][C:12]3[C:17]([C:9]=2[CH2:8][C@@H:7]([CH3:18])[N:6]1[CH2:5][C:2]([F:1])([CH3:19])[CH2:3][OH:4])=[CH:16][CH:15]=[CH:14][CH:13]=3.